From a dataset of Full USPTO retrosynthesis dataset with 1.9M reactions from patents (1976-2016). Predict the reactants needed to synthesize the given product. (1) The reactants are: [CH3:1][O:2][C:3](=[O:17])[CH:4]([C:6]1[CH:15]=[CH:14][C:13]2[C:8](=[CH:9][CH:10]=[C:11]([OH:16])[CH:12]=2)[CH:7]=1)[CH3:5].C([O-])([O-])=O.[K+].[K+].[I-].[Na+].Br[CH2:27][CH2:28][CH2:29][CH2:30][CH2:31][C:32]([O:34][CH3:35])=[O:33]. Given the product [CH3:35][O:34][C:32](=[O:33])[CH2:31][CH2:30][CH2:29][CH2:28][CH2:27][O:16][C:11]1[CH:10]=[CH:9][C:8]2[C:13](=[CH:14][CH:15]=[C:6]([CH:4]([C:3]([O:2][CH3:1])=[O:17])[CH3:5])[CH:7]=2)[CH:12]=1, predict the reactants needed to synthesize it. (2) The reactants are: [OH:1][C@H:2]([CH3:19])[CH2:3][CH2:4][C:5]1[C:10]([O:11][CH2:12][O:13][CH3:14])=[CH:9][CH:8]=[CH:7][C:6]=1[NH:15][C:16](=[O:18])[CH3:17].C(N(CC)CC)C.[CH3:27][S:28](Cl)(=[O:30])=[O:29].[Cl-].[Na+]. Given the product [CH3:27][S:28]([O:1][C@@H:2]([CH2:3][CH2:4][C:5]1[C:10]([O:11][CH2:12][O:13][CH3:14])=[CH:9][CH:8]=[CH:7][C:6]=1[NH:15][C:16](=[O:18])[CH3:17])[CH3:19])(=[O:30])=[O:29], predict the reactants needed to synthesize it. (3) The reactants are: [C:1]1(=[O:7])[CH2:6][CH2:5][CH2:4][CH2:3][CH2:2]1.[Li+].C[Si]([N-][Si](C)(C)C)(C)C.[C:18](Cl)(=[O:22])[CH:19]([CH3:21])[CH3:20]. Given the product [C:18]([CH:2]1[CH2:3][CH2:4][CH2:5][CH2:6][C:1]1=[O:7])(=[O:22])[CH:19]([CH3:21])[CH3:20], predict the reactants needed to synthesize it. (4) The reactants are: [C:1]([C:3]1[CH:4]=[C:5]([NH:9][C:10]2[C:11]3[C:18]4[CH2:19][NH:20][CH2:21][C:17]=4[S:16][C:12]=3[N:13]=[CH:14][N:15]=2)[CH:6]=[CH:7][CH:8]=1)#[CH:2].Cl.[CH3:23][N:24]([CH3:31])[CH2:25]/[CH:26]=[CH:27]/[C:28](O)=[O:29]. Given the product [CH3:23][N:24]([CH3:31])[CH2:25]/[CH:26]=[CH:27]/[C:28]([N:20]1[CH2:21][C:17]2[S:16][C:12]3[N:13]=[CH:14][N:15]=[C:10]([NH:9][C:5]4[CH:6]=[CH:7][CH:8]=[C:3]([C:1]#[CH:2])[CH:4]=4)[C:11]=3[C:18]=2[CH2:19]1)=[O:29], predict the reactants needed to synthesize it. (5) Given the product [Br:1][C:2]1[CH:3]=[C:4]([C:10](=[O:16])[CH2:11][CH2:12][C:13]([OH:15])=[O:14])[CH:5]=[C:6]([Br:9])[C:7]=1[OH:8], predict the reactants needed to synthesize it. The reactants are: [Br:1][C:2]1[CH:3]=[C:4]([C:10](=[O:16])/[CH:11]=[CH:12]/[C:13]([OH:15])=[O:14])[CH:5]=[C:6]([Br:9])[C:7]=1[OH:8].